Dataset: Full USPTO retrosynthesis dataset with 1.9M reactions from patents (1976-2016). Task: Predict the reactants needed to synthesize the given product. (1) Given the product [CH3:10][N:9]1[C:5]([C:3]([O:2][CH3:1])=[O:4])=[CH:6][N:7]=[C:8]1[C:12]1[CH:17]=[CH:16][CH:15]=[CH:14][CH:13]=1, predict the reactants needed to synthesize it. The reactants are: [CH3:1][O:2][C:3]([C:5]1[N:9]([CH3:10])[C:8](Br)=[N:7][CH:6]=1)=[O:4].[C:12]1(B(O)O)[CH:17]=[CH:16][CH:15]=[CH:14][CH:13]=1.C([O-])([O-])=O.[K+].[K+]. (2) Given the product [Cl:28][C:29]1[CH:34]=[CH:33][C:32]([C:35]2[N:36]=[C:37]3[CH:42]=[CH:41][CH:40]=[N:39][N:38]3[C:43]=2[CH2:44][N:45]2[CH:49]=[CH:48][N:47]=[C:46]2[C:50]([NH:2][CH3:1])=[O:52])=[CH:31][CH:30]=1, predict the reactants needed to synthesize it. The reactants are: [CH3:1][NH:2]C(C1N(CC2N3C=C(C)C=CC3=NC=2C2C=CC(C)=CC=2)N=CN=1)=O.[Cl:28][C:29]1[CH:34]=[CH:33][C:32]([C:35]2[N:36]=[C:37]3[CH:42]=[CH:41][CH:40]=[N:39][N:38]3[C:43]=2[CH2:44][N:45]2[CH:49]=[CH:48][N:47]=[C:46]2[C:50]([O:52]C)=O)=[CH:31][CH:30]=1.CN. (3) Given the product [Cl:25][C:3]1[C:4]2[CH2:10][CH2:9][N:8]([C:11]([O:13][CH2:14][CH3:15])=[O:12])[CH2:7][CH2:6][C:5]=2[CH:16]=[C:17]2[C:2]=1[NH:1][C:20](=[O:21])[CH2:19][CH2:18]2, predict the reactants needed to synthesize it. The reactants are: [NH2:1][C:2]1[C:17](/[CH:18]=[CH:19]/[C:20](OCC)=[O:21])=[CH:16][C:5]2[CH2:6][CH2:7][N:8]([C:11]([O:13][CH2:14][CH3:15])=[O:12])[CH2:9][CH2:10][C:4]=2[C:3]=1[Cl:25]. (4) Given the product [C:1]([O:5][C:6](=[O:7])[NH:8][C@H:9]([CH2:29][C:30]1[CH:35]=[C:34]([F:36])[C:33]([F:37])=[CH:32][C:31]=1[F:38])[CH2:10][C:11](=[O:12])[N:13]1[CH2:18][CH2:17][N:16]2[C:19]([C:25]([F:27])([F:26])[F:28])=[N:20][C:21]([C:22]([N:39]3[CH2:43][CH2:42][CH2:41][CH2:40]3)=[O:24])=[C:15]2[CH2:14]1)([CH3:4])([CH3:2])[CH3:3], predict the reactants needed to synthesize it. The reactants are: [C:1]([O:5][C:6]([NH:8][C@H:9]([CH2:29][C:30]1[CH:35]=[C:34]([F:36])[C:33]([F:37])=[CH:32][C:31]=1[F:38])[CH2:10][C:11]([N:13]1[CH2:18][CH2:17][N:16]2[C:19]([C:25]([F:28])([F:27])[F:26])=[N:20][C:21]([C:22]([OH:24])=O)=[C:15]2[CH2:14]1)=[O:12])=[O:7])([CH3:4])([CH3:3])[CH3:2].[NH:39]1[CH2:43][CH2:42][CH2:41][CH2:40]1.O=C1N([ClH]P([ClH]N2CCOC2=O)=O)CCO1.C(N(CC)CC)C. (5) The reactants are: [O:1]=[C:2]1[NH:11][C:10]2[C:5](=[CH:6][CH:7]=[CH:8][CH:9]=2)[NH:4][C@@H:3]1[CH2:12][C:13]([O:15][CH3:16])=[O:14].[H-].[Na+].[CH3:19]N(C=O)C. Given the product [CH3:19][N:11]1[C:10]2[C:5](=[CH:6][CH:7]=[CH:8][CH:9]=2)[NH:4][C@H:3]([CH2:12][C:13]([O:15][CH3:16])=[O:14])[C:2]1=[O:1], predict the reactants needed to synthesize it. (6) Given the product [CH3:34][O:33][C:31](=[O:32])[CH:30]=[CH:7][C:6]1[CH:9]=[C:2]([Br:1])[CH:3]=[CH:4][C:5]=1[F:10], predict the reactants needed to synthesize it. The reactants are: [Br:1][C:2]1[CH:3]=[CH:4][C:5]([F:10])=[C:6]([CH:9]=1)[CH:7]=O.C1(P(=[CH:30][C:31]([O:33][CH3:34])=[O:32])(C2C=CC=CC=2)C2C=CC=CC=2)C=CC=CC=1. (7) Given the product [Cl:9][C:6]1[C:7]([F:8])=[C:2]([N:12]2[C@H:13]([CH3:17])[CH2:14][CH2:15][CH2:16][C@@H:11]2[CH3:10])[N:3]=[CH:4][N:5]=1, predict the reactants needed to synthesize it. The reactants are: Cl[C:2]1[C:7]([F:8])=[C:6]([Cl:9])[N:5]=[CH:4][N:3]=1.[CH3:10][C@H:11]1[CH2:16][CH2:15][CH2:14][C@@H:13]([CH3:17])[NH:12]1.